This data is from Peptide-MHC class I binding affinity with 185,985 pairs from IEDB/IMGT. The task is: Regression. Given a peptide amino acid sequence and an MHC pseudo amino acid sequence, predict their binding affinity value. This is MHC class I binding data. (1) The peptide sequence is DEVDLYLLM. The MHC is H-2-Kk with pseudo-sequence H-2-Kk. The binding affinity (normalized) is 0.580. (2) The peptide sequence is ILAILAIATLMSV. The MHC is HLA-A02:03 with pseudo-sequence HLA-A02:03. The binding affinity (normalized) is 0.595.